This data is from Full USPTO retrosynthesis dataset with 1.9M reactions from patents (1976-2016). The task is: Predict the reactants needed to synthesize the given product. (1) Given the product [S:1]1[C:5]2[CH:6]=[CH:7][CH:8]=[CH:9][C:4]=2[N:3]=[C:2]1[NH:10][C:22]([C:19]1([C:16]2[CH:15]=[CH:14][C:13]([O:12][CH3:11])=[CH:18][CH:17]=2)[CH2:21][CH2:20]1)=[O:23], predict the reactants needed to synthesize it. The reactants are: [S:1]1[C:5]2[CH:6]=[CH:7][CH:8]=[CH:9][C:4]=2[N:3]=[C:2]1[NH2:10].[CH3:11][O:12][C:13]1[CH:18]=[CH:17][C:16]([C:19]2([C:22](O)=[O:23])[CH2:21][CH2:20]2)=[CH:15][CH:14]=1.C(N(CC)CC)C.F[P-](F)(F)(F)(F)F.N1(OC(N(C)C)=[N+](C)C)C2N=CC=CC=2N=N1. (2) The reactants are: [Cl:1][C:2]1[CH:24]=[CH:23][C:22]([C:25]2[C:30]([F:31])=[CH:29][CH:28]=[CH:27][N:26]=2)=[CH:21][C:3]=1[C:4]([NH:6][C:7]1[N:11]([C:12]2[CH:17]=[CH:16][CH:15]=[CH:14][CH:13]=2)[N:10]=[C:9]([C:18](O)=[O:19])[CH:8]=1)=[O:5].C([N:39]1[CH2:44][CH2:43][O:42][C@H:41]([CH2:45][NH2:46])[CH2:40]1)C1C=CC=CC=1. Given the product [Cl:1][C:2]1[CH:24]=[CH:23][C:22]([C:25]2[C:30]([F:31])=[CH:29][CH:28]=[CH:27][N:26]=2)=[CH:21][C:3]=1[C:4]([NH:6][C:7]1[N:11]([C:12]2[CH:17]=[CH:16][CH:15]=[CH:14][CH:13]=2)[N:10]=[C:9]([C:18]([NH:46][CH2:45][C@H:41]2[O:42][CH2:43][CH2:44][NH:39][CH2:40]2)=[O:19])[CH:8]=1)=[O:5], predict the reactants needed to synthesize it. (3) Given the product [CH3:1][C:2]1[CH:7]=[C:6]([CH3:8])[NH:5][C:4](=[O:9])[C:3]=1[CH2:10][NH:11][C:12]([C:14]1[C:15]2[CH:30]=[N:29][N:28]([CH:31]([CH3:33])[CH3:32])[C:16]=2[N:17]=[C:18]([CH2:20][CH2:21][C:22]2[CH:27]=[CH:26][CH:35]=[CH:24][CH:23]=2)[CH:19]=1)=[O:13], predict the reactants needed to synthesize it. The reactants are: [CH3:1][C:2]1[CH:7]=[C:6]([CH3:8])[NH:5][C:4](=[O:9])[C:3]=1[CH2:10][NH:11][C:12]([C:14]1[C:15]2[CH:30]=[N:29][N:28]([CH:31]([CH3:33])[CH3:32])[C:16]=2[N:17]=[C:18]([C:20]#[C:21][C:22]2[CH:27]=[CH:26]N=[CH:24][CH:23]=2)[CH:19]=1)=[O:13].O1CCC[CH2:35]1. (4) Given the product [CH3:10][O:11][C:12]1[CH:13]=[CH:14][C:15]([C:18]2[NH:22][N:21]=[C:20]([NH:23][C:6](=[O:7])[CH2:5][CH2:4][CH2:3][CH2:2][CH2:9][N:36]3[CH2:37][CH2:38][CH2:39][N:33]([C:40](=[O:42])[CH3:41])[CH2:34][CH2:35]3)[CH:19]=2)=[CH:16][CH:17]=1, predict the reactants needed to synthesize it. The reactants are: Br[CH:2]([CH3:9])[CH2:3][CH2:4][CH2:5][C:6](Cl)=[O:7].[CH3:10][O:11][C:12]1[CH:17]=[CH:16][C:15]([C:18]2[NH:22][N:21]=[C:20]([NH2:23])[CH:19]=2)=[CH:14][CH:13]=1.C(N(C(C)C)CC)(C)C.[N:33]1([C:40](=[O:42])[CH3:41])[CH2:39][CH2:38][CH2:37][NH:36][CH2:35][CH2:34]1.[Na+].[I-]. (5) Given the product [Cl:1][C:2]1[CH:7]=[CH:6][C:5]([S:8]([N:11]([CH2:21][C:22]2[CH:37]=[CH:36][C:25]([C:26]([NH:28][C@H:29]([CH2:34][OH:35])[C:30]([OH:32])=[O:31])=[O:27])=[CH:24][CH:23]=2)[C@H:12]([C:15]2[CH:20]=[CH:19][CH:18]=[CH:17][CH:16]=2)[CH2:13][CH3:14])(=[O:10])=[O:9])=[CH:4][CH:3]=1, predict the reactants needed to synthesize it. The reactants are: [Cl:1][C:2]1[CH:7]=[CH:6][C:5]([S:8]([N:11]([CH2:21][C:22]2[CH:37]=[CH:36][C:25]([C:26]([NH:28][C@H:29]([CH2:34][OH:35])[C:30]([O:32]C)=[O:31])=[O:27])=[CH:24][CH:23]=2)[C@H:12]([C:15]2[CH:20]=[CH:19][CH:18]=[CH:17][CH:16]=2)[CH2:13][CH3:14])(=[O:10])=[O:9])=[CH:4][CH:3]=1. (6) Given the product [CH2:13]([O:12][C:10]([NH:9][C@@H:5]([CH2:4][CH2:3][CH2:2][NH:1][CH:22]1[CH2:27][CH2:26][N:25]([C:28]([O:30][C:31]([CH3:34])([CH3:33])[CH3:32])=[O:29])[CH2:24][CH2:23]1)[C:6]([OH:8])=[O:7])=[O:11])[C:14]1[CH:15]=[CH:16][CH:17]=[CH:18][CH:19]=1, predict the reactants needed to synthesize it. The reactants are: [NH2:1][CH2:2][CH2:3][CH2:4][C@H:5]([NH:9][C:10]([O:12][CH2:13][C:14]1[CH:19]=[CH:18][CH:17]=[CH:16][CH:15]=1)=[O:11])[C:6]([OH:8])=[O:7].O.O=[C:22]1[CH2:27][CH2:26][N:25]([C:28]([O:30][C:31]([CH3:34])([CH3:33])[CH3:32])=[O:29])[CH2:24][CH2:23]1.[BH3-]C#N.[Na+]. (7) Given the product [O:11]=[C:6]1[CH2:5][C:4]2[C:8](=[CH:9][CH:10]=[C:2]([NH:1][C:26]([CH:23]3[CH2:22][CH2:21][N:20]([C:16]4[CH:17]=[CH:18][CH:19]=[C:14]([C:13]([F:30])([F:12])[F:29])[CH:15]=4)[CH2:25][CH2:24]3)=[O:27])[CH:3]=2)[NH:7]1, predict the reactants needed to synthesize it. The reactants are: [NH2:1][C:2]1[CH:3]=[C:4]2[C:8](=[CH:9][CH:10]=1)[NH:7][C:6](=[O:11])[CH2:5]2.[F:12][C:13]([F:30])([F:29])[C:14]1[CH:15]=[C:16]([N:20]2[CH2:25][CH2:24][CH:23]([C:26](O)=[O:27])[CH2:22][CH2:21]2)[CH:17]=[CH:18][CH:19]=1.